From a dataset of Full USPTO retrosynthesis dataset with 1.9M reactions from patents (1976-2016). Predict the reactants needed to synthesize the given product. (1) The reactants are: [NH2:1][C:2]1[N:7]=[CH:6][C:5]([C:8]#[C:9][C:10]2[CH:11]=[C:12]([N:16](C)[C:17](=O)OC(C)(C)C)[CH:13]=[CH:14][CH:15]=2)=[CH:4][N:3]=1. Given the product [CH3:17][NH:16][C:12]1[CH:11]=[C:10]([C:9]#[C:8][C:5]2[CH:4]=[N:3][C:2]([NH2:1])=[N:7][CH:6]=2)[CH:15]=[CH:14][CH:13]=1, predict the reactants needed to synthesize it. (2) Given the product [CH3:21][C:2]([OH:1])([CH3:20])[CH2:3][CH:4]1[CH2:5][CH2:6][NH:7][CH2:8][CH2:9]1, predict the reactants needed to synthesize it. The reactants are: [OH:1][C:2]([CH3:21])([CH3:20])[CH2:3][CH:4]1[CH2:9][CH2:8][N:7](C(OCC2C=CC=CC=2)=O)[CH2:6][CH2:5]1. (3) Given the product [Cl:13][C:14]1[N:15]=[C:16]([Cl:29])[C:17]2[C:22]([C:23]3[CH:28]=[CH:27][CH:26]=[CH:25][CH:24]=3)=[C:21]([C:31]([O:33][CH3:34])=[O:32])[S:20][C:18]=2[N:19]=1, predict the reactants needed to synthesize it. The reactants are: C(NC(C)C)(C)C.C([Li])CCC.[Cl:13][C:14]1[N:15]=[C:16]([Cl:29])[C:17]2[C:22]([C:23]3[CH:28]=[CH:27][CH:26]=[CH:25][CH:24]=3)=[CH:21][S:20][C:18]=2[N:19]=1.Cl[C:31]([O:33][CH3:34])=[O:32].